From a dataset of Full USPTO retrosynthesis dataset with 1.9M reactions from patents (1976-2016). Predict the reactants needed to synthesize the given product. (1) The reactants are: N[C:2]1[CH:18]=[C:17]([C:19]([F:22])([F:21])[F:20])[C:5]2[N:6]([C:10]3[CH:15]=[CH:14][C:13]([Cl:16])=[CH:12][CH:11]=3)[C:7](=[O:9])[NH:8][C:4]=2[CH:3]=1.[C:23]([Cu])#[N:24].N(OC(C)(C)C)=O. Given the product [Cl:16][C:13]1[CH:12]=[CH:11][C:10]([N:6]2[C:5]3[C:17]([C:19]([F:21])([F:22])[F:20])=[CH:18][C:2]([C:23]#[N:24])=[CH:3][C:4]=3[NH:8][C:7]2=[O:9])=[CH:15][CH:14]=1, predict the reactants needed to synthesize it. (2) Given the product [C:41]([CH2:40][CH2:39][CH2:38][CH2:37][CH2:36][CH2:35][CH2:34][CH2:33][NH:32][C:27]1[CH:28]=[CH:29][CH:30]=[CH:31][C:26]=1[S:23]([NH:22][C:20]([C@@:15]1([NH:14][C:13]([C@H:12]2[NH:8][CH2:9][C@H:10]([O:45][C:46]([N:48]3[CH2:56][C:55]4[C:50](=[CH:51][CH:52]=[CH:53][C:54]=4[F:57])[CH2:49]3)=[O:47])[CH2:11]2)=[O:44])[CH2:17][C@H:16]1[CH:18]=[CH2:19])=[O:21])(=[O:25])=[O:24])([OH:43])=[O:42], predict the reactants needed to synthesize it. The reactants are: C(OC([N:8]1[C@H:12]([C:13](=[O:44])[NH:14][C@:15]2([C:20]([NH:22][S:23]([C:26]3[CH:31]=[CH:30][CH:29]=[CH:28][C:27]=3[NH:32][CH2:33][CH2:34][CH2:35][CH2:36][CH2:37][CH2:38][CH2:39][CH2:40][C:41]([OH:43])=[O:42])(=[O:25])=[O:24])=[O:21])[CH2:17][C@H:16]2[CH:18]=[CH2:19])[CH2:11][C@@H:10]([O:45][C:46]([N:48]2[CH2:56][C:55]3[C:50](=[CH:51][CH:52]=[CH:53][C:54]=3[F:57])[CH2:49]2)=[O:47])[CH2:9]1)=O)(C)(C)C.C(O)(C(F)(F)F)=O. (3) Given the product [CH3:20][C:15]1([CH3:21])[C:16]([CH3:19])([CH3:18])[O:17][B:13]([C:5]2[CH:6]=[CH:7][C:2]([NH2:1])=[N:3][C:4]=2[C:9]([F:12])([F:11])[F:10])[O:14]1, predict the reactants needed to synthesize it. The reactants are: [NH2:1][C:2]1[CH:7]=[CH:6][C:5](Br)=[C:4]([C:9]([F:12])([F:11])[F:10])[N:3]=1.[B:13]1([B:13]2[O:17][C:16]([CH3:19])([CH3:18])[C:15]([CH3:21])([CH3:20])[O:14]2)[O:17][C:16]([CH3:19])([CH3:18])[C:15]([CH3:21])([CH3:20])[O:14]1.CC([O-])=O.[K+].